Predict the reactants needed to synthesize the given product. From a dataset of Full USPTO retrosynthesis dataset with 1.9M reactions from patents (1976-2016). (1) The reactants are: [Cl:1][C:2]1[CH:7]=[CH:6][C:5]([NH:8][C:9](=[O:11])[O-])=[CH:4][C:3]=1[CH3:12].C([Li])(C)(C)C.CO[C:20]1[CH:25]=[CH:24][CH:23]=C[C:21]=1[C:26](=O)[C:27]([O:29]CC)=[O:28].[NH4+].[Cl-].C[CH2:36][O:37][CH2:38][CH3:39]. Given the product [Cl:1][C:2]1[CH:7]=[C:6]2[C:5](=[CH:4][C:3]=1[CH3:12])[NH:8][C:9](=[O:11])[C:21]2([CH2:26][C:27]([OH:29])=[O:28])[C:20]1[CH:25]=[CH:24][CH:23]=[CH:39][C:38]=1[O:37][CH3:36], predict the reactants needed to synthesize it. (2) The reactants are: [NH2:1][C:2]1[C:3](=[O:22])[N:4]([CH2:14][C:15]2[CH:20]=[CH:19][CH:18]=[CH:17][C:16]=2[F:21])[C:5](=[O:13])[N:6]([CH2:9][CH2:10][CH2:11][CH3:12])[C:7]=1[NH2:8].[N:23]1[CH:28]=[CH:27][C:26]([NH:29][S:30]([C:33]2[CH:38]=[CH:37][C:36]([CH2:39][C:40](O)=O)=[CH:35][CH:34]=2)(=[O:32])=[O:31])=[CH:25][CH:24]=1. Given the product [CH2:9]([N:6]1[C:7]2[N:8]=[C:40]([CH2:39][C:36]3[CH:35]=[CH:34][C:33]([S:30]([NH:29][C:26]4[CH:27]=[CH:28][N:23]=[CH:24][CH:25]=4)(=[O:31])=[O:32])=[CH:38][CH:37]=3)[NH:1][C:2]=2[C:3](=[O:22])[N:4]([CH2:14][C:15]2[CH:20]=[CH:19][CH:18]=[CH:17][C:16]=2[F:21])[C:5]1=[O:13])[CH2:10][CH2:11][CH3:12], predict the reactants needed to synthesize it. (3) Given the product [F:23][C:3]1[C:4]([C:14]2[CH:22]=[CH:21][C:17]([C:18]([OH:20])=[O:19])=[CH:16][CH:15]=2)=[N:5][C:6]2[C:11]([CH:2]=1)=[CH:10][C:9]([O:12][CH3:13])=[CH:8][CH:7]=2, predict the reactants needed to synthesize it. The reactants are: Cl[C:2]1[C:11]2[C:6](=[CH:7][CH:8]=[C:9]([O:12][CH3:13])[CH:10]=2)[N:5]=[C:4]([C:14]2[CH:22]=[CH:21][C:17]([C:18]([OH:20])=[O:19])=[CH:16][CH:15]=2)[C:3]=1[F:23]. (4) Given the product [C:1]([NH:4][C:5]([C@@H:17]1[CH2:21][CH2:20][N:19]([CH2:27][C:26]2[CH:29]=[CH:30][C:23]([F:22])=[CH:24][CH:25]=2)[CH2:18]1)([CH2:13][CH2:14][CH:15]=[CH2:16])[C:6]([NH:8][C:9]([CH3:11])([CH3:12])[CH3:10])=[O:7])(=[O:3])[CH3:2], predict the reactants needed to synthesize it. The reactants are: [C:1]([NH:4][C:5]([C@@H:17]1[CH2:21][CH2:20][NH:19][CH2:18]1)([CH2:13][CH2:14][CH:15]=[CH2:16])[C:6]([NH:8][C:9]([CH3:12])([CH3:11])[CH3:10])=[O:7])(=[O:3])[CH3:2].[F:22][C:23]1[CH:30]=[CH:29][C:26]([CH:27]=O)=[CH:25][CH:24]=1.C(O)(=O)C.C(Cl)Cl.C(O[BH-](OC(=O)C)OC(=O)C)(=O)C.[Na+].